This data is from Catalyst prediction with 721,799 reactions and 888 catalyst types from USPTO. The task is: Predict which catalyst facilitates the given reaction. (1) Reactant: [CH3:1][N:2]1[CH2:7][CH2:6][N:5]([C:8]([CH2:10][C:11]2[CH:17]=[CH:16][C:14]([NH2:15])=[CH:13][CH:12]=2)=O)[CH2:4][CH2:3]1.[H-].[Al+3].[Li+].[H-].[H-].[H-]. Product: [CH3:1][N:2]1[CH2:7][CH2:6][N:5]([CH2:8][CH2:10][C:11]2[CH:17]=[CH:16][C:14]([NH2:15])=[CH:13][CH:12]=2)[CH2:4][CH2:3]1. The catalyst class is: 1. (2) Reactant: [Cl:1][C:2]1[C:3]([F:29])=[C:4]([NH:9][C:10]2[C:19]3[C:14](=[CH:15][C:16]([O:23][C@H:24]4[CH2:28][CH2:27][O:26][CH2:25]4)=[C:17]([N+:20]([O-])=O)[CH:18]=3)[N:13]=[CH:12][N:11]=2)[CH:5]=[CH:6][C:7]=1[Cl:8]. Product: [Cl:1][C:2]1[C:3]([F:29])=[C:4]([NH:9][C:10]2[C:19]3[C:14](=[CH:15][C:16]([O:23][C@H:24]4[CH2:28][CH2:27][O:26][CH2:25]4)=[C:17]([NH2:20])[CH:18]=3)[N:13]=[CH:12][N:11]=2)[CH:5]=[CH:6][C:7]=1[Cl:8]. The catalyst class is: 94.